Dataset: NCI-60 drug combinations with 297,098 pairs across 59 cell lines. Task: Regression. Given two drug SMILES strings and cell line genomic features, predict the synergy score measuring deviation from expected non-interaction effect. (1) Drug 2: CC12CCC3C(C1CCC2OP(=O)(O)O)CCC4=C3C=CC(=C4)OC(=O)N(CCCl)CCCl.[Na+]. Drug 1: C1=CC(=C2C(=C1NCCNCCO)C(=O)C3=C(C=CC(=C3C2=O)O)O)NCCNCCO. Synergy scores: CSS=35.6, Synergy_ZIP=-3.43, Synergy_Bliss=-6.58, Synergy_Loewe=-25.7, Synergy_HSA=-5.05. Cell line: U251. (2) Drug 1: C1=CC(=CC=C1CCC2=CNC3=C2C(=O)NC(=N3)N)C(=O)NC(CCC(=O)O)C(=O)O. Drug 2: C1CNP(=O)(OC1)N(CCCl)CCCl. Cell line: NCI-H522. Synergy scores: CSS=32.2, Synergy_ZIP=-1.59, Synergy_Bliss=0.886, Synergy_Loewe=-74.5, Synergy_HSA=0.575. (3) Drug 1: C1=C(C(=O)NC(=O)N1)N(CCCl)CCCl. Drug 2: CC1=C(C(=O)C2=C(C1=O)N3CC4C(C3(C2COC(=O)N)OC)N4)N. Cell line: HT29. Synergy scores: CSS=43.8, Synergy_ZIP=1.78, Synergy_Bliss=2.33, Synergy_Loewe=-4.11, Synergy_HSA=5.92. (4) Drug 1: CN(C(=O)NC(C=O)C(C(C(CO)O)O)O)N=O. Drug 2: C(CN)CNCCSP(=O)(O)O. Cell line: BT-549. Synergy scores: CSS=1.24, Synergy_ZIP=0.156, Synergy_Bliss=1.32, Synergy_Loewe=0.631, Synergy_HSA=1.07. (5) Drug 1: CN1CCC(CC1)COC2=C(C=C3C(=C2)N=CN=C3NC4=C(C=C(C=C4)Br)F)OC. Drug 2: C(=O)(N)NO. Cell line: SNB-19. Synergy scores: CSS=6.24, Synergy_ZIP=-1.27, Synergy_Bliss=1.61, Synergy_Loewe=0.321, Synergy_HSA=1.66.